Task: Predict which catalyst facilitates the given reaction.. Dataset: Catalyst prediction with 721,799 reactions and 888 catalyst types from USPTO (1) Reactant: [Cl:1][C:2]1[C:7]([C:8]([O:10][CH2:11][CH3:12])=[O:9])=[C:6]([F:13])[C:5]([CH2:14][NH:15][C:16](=[O:22])[C:17]([CH3:21])([CH3:20])[CH2:18]O)=[CH:4][CH:3]=1.C(N(S(F)(F)[F:29])CC)C. Product: [Cl:1][C:2]1[C:7]([C:8]([O:10][CH2:11][CH3:12])=[O:9])=[C:6]([F:13])[C:5]([CH2:14][NH:15][C:16](=[O:22])[C:17]([CH3:21])([CH3:20])[CH2:18][F:29])=[CH:4][CH:3]=1. The catalyst class is: 1. (2) Reactant: CN.[CH3:3][O:4][CH:5]([O:18][CH3:19])[C:6]1[C:15]([CH:16]=O)=[CH:14][C:13]2[CH2:12][CH2:11][CH2:10][NH:9][C:8]=2[N:7]=1.Cl.CN.[C:23]([BH3-])#[N:24].[Na+]. Product: [CH3:3][O:4][CH:5]([O:18][CH3:19])[C:6]1[C:15]([CH2:16][NH:24][CH3:23])=[CH:14][C:13]2[CH2:12][CH2:11][CH2:10][NH:9][C:8]=2[N:7]=1. The catalyst class is: 24. (3) Reactant: [NH2:1][C:2]12[CH2:10][CH2:9][CH:6]([CH2:7][CH2:8]1)[CH2:5][N:4]1[C:11](=[O:27])[C:12]([OH:26])=[C:13]([C:15]([NH:17][CH2:18][C:19]3[CH:24]=[CH:23][C:22]([F:25])=[CH:21][CH:20]=3)=[O:16])[N:14]=[C:3]21.CCN(CC)CC.[CH3:35][N:36]([CH3:41])[S:37](Cl)(=[O:39])=[O:38].[O-]CC.[Na+]. Product: [CH3:35][N:36]([CH3:41])[S:37]([NH:1][C:2]12[CH2:8][CH2:7][CH:6]([CH2:9][CH2:10]1)[CH2:5][N:4]1[C:11](=[O:27])[C:12]([OH:26])=[C:13]([C:15]([NH:17][CH2:18][C:19]3[CH:20]=[CH:21][C:22]([F:25])=[CH:23][CH:24]=3)=[O:16])[N:14]=[C:3]21)(=[O:39])=[O:38]. The catalyst class is: 61. (4) Reactant: C(OC([N:8]1[CH2:13][CH2:12][N:11]([C:14]2[CH:19]=[CH:18][C:17]([C:20]3[CH:25]=[CH:24][C:23]([C:26]([F:29])([F:28])[F:27])=[CH:22][CH:21]=3)=[CH:16][C:15]=2[NH:30][CH2:31][C:32]2[CH:41]=[CH:40][C:39]3[C:34](=[CH:35][CH:36]=[CH:37][CH:38]=3)[CH:33]=2)[CH2:10][CH2:9]1)=O)(C)(C)C.C(O)(C(F)(F)F)=O. Product: [CH:33]1[C:34]2[C:39](=[CH:38][CH:37]=[CH:36][CH:35]=2)[CH:40]=[CH:41][C:32]=1[CH2:31][NH:30][C:15]1[CH:16]=[C:17]([C:20]2[CH:25]=[CH:24][C:23]([C:26]([F:28])([F:29])[F:27])=[CH:22][CH:21]=2)[CH:18]=[CH:19][C:14]=1[N:11]1[CH2:12][CH2:13][NH:8][CH2:9][CH2:10]1. The catalyst class is: 2. (5) Reactant: [Br:1][C:2]1[CH:7]=[C:6]([CH3:8])[C:5]([C:9]([F:12])([F:11])[F:10])=[CH:4][C:3]=1[CH2:13][NH2:14].[F:15][C:16]([F:30])([F:29])[C:17]1[CH:18]=[C:19]([CH:22]=[C:23]([C:25]([F:28])([F:27])[F:26])[CH:24]=1)[CH:20]=O.[B-](OC(C)=O)(OC(C)=O)OC(C)=O.[Na+].C([O-])(O)=O.[Na+]. Product: [Br:1][C:2]1[CH:7]=[C:6]([CH3:8])[C:5]([C:9]([F:11])([F:12])[F:10])=[CH:4][C:3]=1[CH2:13][NH:14][CH2:20][C:19]1[CH:22]=[C:23]([C:25]([F:27])([F:28])[F:26])[CH:24]=[C:17]([C:16]([F:15])([F:29])[F:30])[CH:18]=1. The catalyst class is: 133. (6) Reactant: [CH3:1][O:2][C:3]1[CH:8]=[CH:7][C:6]([CH2:9]O)=[C:5]([C:11]([F:14])([F:13])[F:12])[CH:4]=1.P(Br)(Br)[Br:16]. Product: [Br:16][CH2:9][C:6]1[CH:7]=[CH:8][C:3]([O:2][CH3:1])=[CH:4][C:5]=1[C:11]([F:14])([F:13])[F:12]. The catalyst class is: 2. (7) Reactant: [C:1]([O:5][C:6]([N:8]1[C:17]2[C:12](=[CH:13][C:14]([C:18]3[CH:23]=[CH:22][CH:21]=[CH:20][CH:19]=3)=[CH:15][CH:16]=2)[C:11]([CH3:24])=[CH:10][C:9]1([CH3:26])[CH3:25])=[O:7])([CH3:4])([CH3:3])[CH3:2].[Se](=O)=[O:28]. Product: [C:1]([O:5][C:6]([N:8]1[C:17]2[C:12](=[CH:13][C:14]([C:18]3[CH:23]=[CH:22][CH:21]=[CH:20][CH:19]=3)=[CH:15][CH:16]=2)[C:11]([CH2:24][OH:28])=[CH:10][C:9]1([CH3:26])[CH3:25])=[O:7])([CH3:4])([CH3:2])[CH3:3]. The catalyst class is: 12.